Dataset: Forward reaction prediction with 1.9M reactions from USPTO patents (1976-2016). Task: Predict the product of the given reaction. (1) The product is: [Cl:1][C:2]1[CH:7]=[CH:6][C:5]([N+:8]([O-:10])=[O:9])=[CH:4][C:3]=1[S:11]([Cl:17])(=[O:14])=[O:12]. Given the reactants [Cl:1][C:2]1[CH:7]=[CH:6][C:5]([N+:8]([O-:10])=[O:9])=[CH:4][C:3]=1[S:11]([OH:14])(=O)=[O:12].S(Cl)([Cl:17])=O.CN(C)C=O, predict the reaction product. (2) The product is: [Cl:1][C:2]1[CH:7]=[CH:6][C:5]([C:8]2[CH:9]=[C:10]([NH2:11])[N:14]([CH3:13])[N:15]=2)=[CH:4][CH:3]=1. Given the reactants [Cl:1][C:2]1[CH:7]=[CH:6][C:5]([C:8](=O)[CH2:9][C:10]#[N:11])=[CH:4][CH:3]=1.[CH3:13][NH:14][NH2:15], predict the reaction product. (3) Given the reactants [CH3:1][O:2][CH:3]([O:21][CH3:22])[C:4]1[CH:5]=[C:6]([CH:15]=[CH:16][C:17]=1[N+:18]([O-:20])=[O:19])[O:7][C:8]1[CH:9]=[C:10]([NH2:14])[CH:11]=[CH:12][CH:13]=1.[C:23]1([S:29](Cl)(=[O:31])=[O:30])[CH:28]=[CH:27][CH:26]=[CH:25][CH:24]=1, predict the reaction product. The product is: [CH3:22][O:21][CH:3]([O:2][CH3:1])[C:4]1[CH:5]=[C:6]([CH:15]=[CH:16][C:17]=1[N+:18]([O-:20])=[O:19])[O:7][C:8]1[CH:9]=[C:10]([NH:14][S:29]([C:23]2[CH:28]=[CH:27][CH:26]=[CH:25][CH:24]=2)(=[O:31])=[O:30])[CH:11]=[CH:12][CH:13]=1.